From a dataset of Reaction yield outcomes from USPTO patents with 853,638 reactions. Predict the reaction yield, written as a fraction of the theoretical maximum amount of product (1.0 means a 100% yield; for example, 0.34 means a 34% yield). (1) The reactants are CCN(C(C)C)C(C)C.Cl.[CH3:11][O:12][CH2:13][C:14]([NH2:17])([CH3:16])[CH3:15].F[C:19]1[C:20]([CH3:39])=[N:21][C:22]2[C:27]([N:28]=1)=[C:26]([C:29]1[NH:37][C:36]3[CH2:35][CH2:34][NH:33][C:32](=[O:38])[C:31]=3[CH:30]=1)[CH:25]=[CH:24][CH:23]=2. The catalyst is CS(C)=O. The product is [CH3:11][O:12][CH2:13][C:14]([NH:17][C:19]1[C:20]([CH3:39])=[N:21][C:22]2[C:27]([N:28]=1)=[C:26]([C:29]1[NH:37][C:36]3[CH2:35][CH2:34][NH:33][C:32](=[O:38])[C:31]=3[CH:30]=1)[CH:25]=[CH:24][CH:23]=2)([CH3:16])[CH3:15]. The yield is 0.281. (2) The reactants are [Cl:1][C:2]1[CH:6]=[N:5][N:4]([CH3:7])[C:3]=1[C:8]1[CH:9]=[C:10]([NH2:16])[CH:11]=[CH:12][C:13]=1[O:14][CH3:15].[F:17][C:18]1[CH:19]=[C:20]([N:24]=[C:25]=[O:26])[CH:21]=[CH:22][CH:23]=1. No catalyst specified. The product is [Cl:1][C:2]1[CH:6]=[N:5][N:4]([CH3:7])[C:3]=1[C:8]1[CH:9]=[C:10]([NH:16][C:25]([NH:24][C:20]2[CH:21]=[CH:22][CH:23]=[C:18]([F:17])[CH:19]=2)=[O:26])[CH:11]=[CH:12][C:13]=1[O:14][CH3:15]. The yield is 0.0100. (3) The catalyst is C1COCC1. The yield is 0.810. The reactants are [O:1]1[C:5]2[CH:6]=[CH:7][C:8]([CH2:10][C:11](=[N:13][NH:14][C:15](=[S:17])[NH2:16])[CH3:12])=[CH:9][C:4]=2[O:3][CH2:2]1.Br[CH2:19][C:20]([C:22]1[CH:27]=[CH:26][CH:25]=[C:24]([N+:28]([O-:30])=[O:29])[CH:23]=1)=O. The product is [O:1]1[C:5]2[CH:6]=[CH:7][C:8]([CH2:10][C:11](=[N:13][NH:14][C:15]3[S:17][CH:19]=[C:20]([C:22]4[CH:27]=[CH:26][CH:25]=[C:24]([N+:28]([O-:30])=[O:29])[CH:23]=4)[N:16]=3)[CH3:12])=[CH:9][C:4]=2[O:3][CH2:2]1.